Task: Predict the reactants needed to synthesize the given product.. Dataset: Full USPTO retrosynthesis dataset with 1.9M reactions from patents (1976-2016) (1) The reactants are: Cl[C:2]1[N:7]=[C:6]([O:8][C:9]2[CH:29]=[CH:28][CH:27]=[CH:26][C:10]=2[CH2:11][NH:12][C:13]([NH:15][C:16]2[O:17][C:18]([C:22]([OH:25])([CH3:24])[CH3:23])=[C:19]([CH3:21])[N:20]=2)=[O:14])[CH:5]=[CH:4][N:3]=1.[NH:30]1[CH2:35][CH2:34][O:33][CH2:32][CH2:31]1. Given the product [O:33]1[CH2:34][CH2:35][N:30]([C:2]2[N:7]=[C:6]([O:8][C:9]3[CH:29]=[CH:28][CH:27]=[CH:26][C:10]=3[CH2:11][NH:12][C:13]([NH:15][C:16]3[O:17][C:18]([C:22]([OH:25])([CH3:23])[CH3:24])=[C:19]([CH3:21])[N:20]=3)=[O:14])[CH:5]=[CH:4][N:3]=2)[CH2:31][CH2:32]1, predict the reactants needed to synthesize it. (2) Given the product [Cl:1][C:2]1[N:7]=[C:6]([NH:8][C:9](=[O:16])[C:10]2[CH:11]=[CH:12][CH:13]=[CH:14][CH:15]=2)[CH:5]=[C:4]([C:17]2[C:25]3[C:20](=[N:21][CH:22]=[CH:23][N:24]=3)[NH:19][CH:18]=2)[CH:3]=1, predict the reactants needed to synthesize it. The reactants are: [Cl:1][C:2]1[N:7]=[C:6]([NH:8][C:9](=[O:16])[C:10]2[CH:15]=[CH:14][CH:13]=[CH:12][CH:11]=2)[CH:5]=[C:4]([C:17]2[C:25]3[C:20](=[N:21][CH:22]=[CH:23][N:24]=3)[N:19](S(C3C=CC=CC=3)(=O)=O)[CH:18]=2)[CH:3]=1.[OH-].[Na+].CO.